Dataset: Catalyst prediction with 721,799 reactions and 888 catalyst types from USPTO. Task: Predict which catalyst facilitates the given reaction. (1) Reactant: [Cl:1][C:2]1[N:3]=[CH:4][CH:5]=[C:6]2[CH:10]=[CH:9][NH:8][C:7]=12.[H-].[Na+].I[CH3:14].O. Product: [Cl:1][C:2]1[N:3]=[CH:4][CH:5]=[C:6]2[CH:10]=[CH:9][N:8]([CH3:14])[C:7]=12. The catalyst class is: 1. (2) Reactant: [NH:1]1[CH2:9][CH2:8][CH:4]([C:5]([OH:7])=[O:6])[CH2:3][CH2:2]1.[OH-].[Na+].[C:12]([O:16][C:17](O[C:17]([O:16][C:12]([CH3:15])([CH3:14])[CH3:13])=[O:18])=[O:18])([CH3:15])([CH3:14])[CH3:13]. Product: [C:12]([O:16][C:17]([N:1]1[CH2:9][CH2:8][CH:4]([C:5]([OH:7])=[O:6])[CH2:3][CH2:2]1)=[O:18])([CH3:15])([CH3:14])[CH3:13]. The catalyst class is: 20. (3) Reactant: [N:1]1([C:19]([O:21][C:22]([CH3:25])([CH3:24])[CH3:23])=[O:20])[CH2:6][CH2:5][N:4]([C:7]([O:9][C:10]2[CH:15]=[CH:14][C:13]([CH:16]=O)=[C:12]([F:18])[CH:11]=2)=[O:8])[CH2:3][CH2:2]1.[F:26][C:27]1[CH:33]=[CH:32][C:30]([NH2:31])=[CH:29][CH:28]=1.C(OC(C)C)(C)C. Product: [N:1]1([C:19]([O:21][C:22]([CH3:23])([CH3:25])[CH3:24])=[O:20])[CH2:6][CH2:5][N:4]([C:7]([O:9][C:10]2[CH:15]=[CH:14][C:13](/[CH:16]=[N:31]/[C:30]3[CH:32]=[CH:33][C:27]([F:26])=[CH:28][CH:29]=3)=[C:12]([F:18])[CH:11]=2)=[O:8])[CH2:3][CH2:2]1. The catalyst class is: 8.